This data is from Catalyst prediction with 721,799 reactions and 888 catalyst types from USPTO. The task is: Predict which catalyst facilitates the given reaction. (1) Reactant: [Cl:1][C:2]1[CH:7]=[CH:6][C:5]([S:8]([N:11]([C@H:22]([CH2:26][CH:27]([CH3:29])[CH3:28])[C:23]([NH2:25])=[O:24])[CH2:12][C:13]2[CH:18]=[CH:17][C:16]([CH2:19][NH:20][CH3:21])=[CH:15][CH:14]=2)(=[O:10])=[O:9])=[CH:4][CH:3]=1.[OH:30]N1C2C=CC=CC=2N=N1.Cl.[CH3:41][N:42]([CH3:51])[CH2:43][CH2:44]CN=C=NCC. Product: [Cl:1][C:2]1[CH:3]=[CH:4][C:5]([S:8]([N:11]([C@H:22]([CH2:26][CH:27]([CH3:29])[CH3:28])[C:23]([NH2:25])=[O:24])[CH2:12][C:13]2[CH:18]=[CH:17][C:16]([CH2:19][N:20]([C:44](=[O:30])[CH2:43][N:42]([CH3:51])[CH3:41])[CH3:21])=[CH:15][CH:14]=2)(=[O:10])=[O:9])=[CH:6][CH:7]=1. The catalyst class is: 2. (2) Reactant: [CH3:1][C:2]1([CH3:9])[CH2:7][C:6](=O)[CH2:5][CH2:4][S:3]1.[Si](OS(C(F)(F)F)(=O)=O)(C)(C)C.[CH3:22][O:23][C:24]([C:26]1[CH:27]=[C:28]([Br:35])[CH:29]=[C:30]2[C:34]=1[NH:33][CH:32]=[CH:31]2)=[O:25].[SiH](CC)(CC)CC. Product: [CH3:22][O:23][C:24]([C:26]1[CH:27]=[C:28]([Br:35])[CH:29]=[C:30]2[C:34]=1[NH:33][CH:32]=[C:31]2[CH:6]1[CH2:5][CH2:4][S:3][C:2]([CH3:9])([CH3:1])[CH2:7]1)=[O:25]. The catalyst class is: 2. (3) Reactant: [CH3:1][O:2][C:3]1[CH:12]=[C:11]2[C:6]([C:7]([O:13][CH2:14][C:15]3[N:19]4[N:20]=[C:21]([C:24]5[S:28][C:27]([C:29](Cl)=[O:30])=[CH:26][CH:25]=5)[CH:22]=[CH:23][C:18]4=[N:17][N:16]=3)=[CH:8][CH:9]=[N:10]2)=[CH:5][CH:4]=1.C(N(C(C)C)C(C)C)C.[NH:41]1[CH2:46][CH2:45][O:44][CH2:43][CH2:42]1. Product: [CH3:1][O:2][C:3]1[CH:12]=[C:11]2[C:6]([C:7]([O:13][CH2:14][C:15]3[N:19]4[N:20]=[C:21]([C:24]5[S:28][C:27]([C:29]([N:41]6[CH2:46][CH2:45][O:44][CH2:43][CH2:42]6)=[O:30])=[CH:26][CH:25]=5)[CH:22]=[CH:23][C:18]4=[N:17][N:16]=3)=[CH:8][CH:9]=[N:10]2)=[CH:5][CH:4]=1. The catalyst class is: 4. (4) Reactant: [NH:1]1[CH2:6][CH2:5][CH:4]([C:7]([NH:9][C:10]2[C:14]3[CH:15]=[CH:16][CH:17]=[CH:18][C:13]=3[O:12][C:11]=2[C:19]([NH:21][C:22]2[CH:27]=[CH:26][C:25]([Cl:28])=[CH:24][N:23]=2)=[O:20])=[O:8])[CH2:3][CH2:2]1.[C:29](O)(=[O:36])[C:30]1[CH:35]=[CH:34][CH:33]=[N:32][CH:31]=1.ON1C2C=CC=CC=2N=N1.C(=O)([O-])O.[Na+]. Product: [N:32]1[CH:33]=[CH:34][CH:35]=[C:30]([C:29]([N:1]2[CH2:6][CH2:5][CH:4]([C:7]([NH:9][C:10]3[C:14]4[CH:15]=[CH:16][CH:17]=[CH:18][C:13]=4[O:12][C:11]=3[C:19]([NH:21][C:22]3[CH:27]=[CH:26][C:25]([Cl:28])=[CH:24][N:23]=3)=[O:20])=[O:8])[CH2:3][CH2:2]2)=[O:36])[CH:31]=1. The catalyst class is: 35. (5) The catalyst class is: 3. Product: [NH2:17][S:14]([C:13]1[CH:12]=[C:11]([CH:10]=[C:9]([N:21]2[CH2:22][CH2:23][CH2:24][CH2:25]2)[C:8]=1[O:7][C:4]1[CH:5]=[CH:6][CH:1]=[CH:2][CH:3]=1)[C:18]([O:20][CH2:31][O:30][C:26]([CH2:27][CH3:28])=[O:29])=[O:19])(=[O:16])=[O:15]. Reactant: [CH:1]1[CH:2]=[CH:3][C:4]([O:7][C:8]2[C:9]([N:21]3[CH2:25][CH2:24][CH2:23][CH2:22]3)=[CH:10][C:11]([C:18]([OH:20])=[O:19])=[CH:12][C:13]=2[S:14]([NH2:17])(=[O:16])=[O:15])=[CH:5][CH:6]=1.[C:26]([O:30][CH2:31]Cl)(=[O:29])[CH2:27][CH3:28].C(N(CC)CC)C.[I-].[Na+]. (6) Reactant: [C:1]([O:5][C:6]([N:8]([C:16]1[CH:21]=[C:20]([CH3:22])[C:19]([C:23]#[N:24])=[C:18]([CH3:25])[N:17]=1)C(=O)OC(C)(C)C)=[O:7])([CH3:4])([CH3:3])[CH3:2].CO.OO.[OH-].[Na+]. Product: [C:23]([C:19]1[C:20]([CH3:22])=[CH:21][C:16]([NH:8][C:6](=[O:7])[O:5][C:1]([CH3:2])([CH3:3])[CH3:4])=[N:17][C:18]=1[CH3:25])#[N:24]. The catalyst class is: 229. (7) Product: [C:1]([O:5][C:6]([N:8]1[C@@H:12]([CH2:13][CH2:14][C:15]2[CH:16]=[CH:17][C:18]([NH:21][C:42]([NH:41][C:36]3[CH:37]=[CH:38][C:39]([Cl:40])=[C:34]([Cl:33])[CH:35]=3)=[O:43])=[CH:19][CH:20]=2)[CH2:11][O:10][C:9]1([CH3:23])[CH3:22])=[O:7])([CH3:4])([CH3:2])[CH3:3]. Reactant: [C:1]([O:5][C:6]([N:8]1[C@@H:12]([CH2:13][CH2:14][C:15]2[CH:20]=[CH:19][C:18]([NH2:21])=[CH:17][CH:16]=2)[CH2:11][O:10][C:9]1([CH3:23])[CH3:22])=[O:7])([CH3:4])([CH3:3])[CH3:2].C(N(CC)C(C)C)(C)C.[Cl:33][C:34]1[CH:35]=[C:36]([N:41]=[C:42]=[O:43])[CH:37]=[CH:38][C:39]=1[Cl:40]. The catalyst class is: 4. (8) Reactant: Br[C:2]1[CH:14]=[CH:13][C:5]([C:6]([O:8][C:9]([CH3:12])([CH3:11])[CH3:10])=[O:7])=[CH:4][CH:3]=1.[O-]P([O-])([O-])=O.[K+].[K+].[K+].[C:23]([O:30][CH3:31])(=[O:29])[CH2:24][C:25]([O:27][CH3:28])=[O:26].P(C(C)(C)C)(C(C)(C)C)C(C)(C)C. Product: [C:9]([O:8][C:6]([C:5]1[CH:13]=[CH:14][C:2]([CH:24]([C:23]([O:30][CH3:31])=[O:29])[C:25]([O:27][CH3:28])=[O:26])=[CH:3][CH:4]=1)=[O:7])([CH3:12])([CH3:11])[CH3:10]. The catalyst class is: 187. (9) Reactant: [CH2:1]([Mg]Br)[CH3:2].[CH3:5][O:6][C:7]([C:9]1[CH:10]=[CH:11][N:12]2[C:17]=1[C:16](=[O:18])[N:15]([CH2:19][C:20]1[CH:25]=[CH:24][CH:23]=[CH:22][CH:21]=1)[C:14]([CH:26]=[O:27])=[N:13]2)=[O:8]. Product: [CH3:5][O:6][C:7]([C:9]1[CH:10]=[CH:11][N:12]2[C:17]=1[C:16](=[O:18])[N:15]([CH2:19][C:20]1[CH:25]=[CH:24][CH:23]=[CH:22][CH:21]=1)[C:14]([CH:26]([OH:27])[CH2:1][CH3:2])=[N:13]2)=[O:8]. The catalyst class is: 2.